Dataset: hERG channel blocking data for cardiac toxicity assessment. Task: Regression/Classification. Given a drug SMILES string, predict its toxicity properties. Task type varies by dataset: regression for continuous values (e.g., LD50, hERG inhibition percentage) or binary classification for toxic/non-toxic outcomes (e.g., AMES mutagenicity, cardiotoxicity, hepatotoxicity). Dataset: herg. (1) The result is 0 (non-blocker). The drug is CN1CCN(Cc2ccc3c(c2)Cc2c(-c4csc(C#CCOc5ccccc5)c4)n[nH]c2-3)C(=O)C1. (2) The compound is O=C(CCC[NH+]1CCC(O)(c2ccc(Cl)cc2)CC1)c1ccc(F)cc1. The result is 1 (blocker). (3) The compound is CN(C)Cc1cc2cc(Cl)ccc2n1-c1ccc(F)cc1. The result is 1 (blocker).